This data is from Reaction yield outcomes from USPTO patents with 853,638 reactions. The task is: Predict the reaction yield, written as a fraction of the theoretical maximum amount of product (1.0 means a 100% yield; for example, 0.34 means a 34% yield). The reactants are Cl[C:2]1[N:7]=[C:6]([NH:8][C@H:9]([CH3:12])[CH2:10][OH:11])[C:5]([C:13]2[S:14][CH:15]=[CH:16][CH:17]=2)=[CH:4][N:3]=1.[NH2:18][C:19]1[CH:24]=[CH:23][C:22]([S:25]([CH3:40])(=[N:27][C:28](=[O:39])[NH:29][C:30]2[CH:35]=[CH:34][C:33]([N:36]([CH3:38])[CH3:37])=[CH:32][CH:31]=2)=[O:26])=[CH:21][CH:20]=1. No catalyst specified. The product is [CH3:37][N:36]([CH3:38])[C:33]1[CH:32]=[CH:31][C:30]([NH:29][C:28]([N:27]=[S:25]([C:22]2[CH:23]=[CH:24][C:19]([NH:18][C:2]3[N:7]=[C:6]([NH:8][C@H:9]([CH3:12])[CH2:10][OH:11])[C:5]([C:13]4[S:14][CH:15]=[CH:16][CH:17]=4)=[CH:4][N:3]=3)=[CH:20][CH:21]=2)([CH3:40])=[O:26])=[O:39])=[CH:35][CH:34]=1. The yield is 0.210.